This data is from Forward reaction prediction with 1.9M reactions from USPTO patents (1976-2016). The task is: Predict the product of the given reaction. Given the reactants [NH2:1][C:2]1[C:3]([NH:12][CH2:13][CH:14]2[CH2:16][CH2:15]2)=[N:4][CH:5]=[C:6]([CH:11]=1)[C:7]([O:9][CH3:10])=[O:8].CCN(C(C)C)C(C)C.[CH2:26]([O:28][C:29]1[CH:34]=[CH:33][C:32]([CH2:35][C:36](O)=O)=[CH:31][CH:30]=1)[CH3:27].CN(C(ON1N=NC2C=CC=NC1=2)=[N+](C)C)C.F[P-](F)(F)(F)(F)F, predict the reaction product. The product is: [CH:14]1([CH2:13][N:12]2[C:3]3=[N:4][CH:5]=[C:6]([C:7]([O:9][CH3:10])=[O:8])[CH:11]=[C:2]3[N:1]=[C:36]2[CH2:35][C:32]2[CH:33]=[CH:34][C:29]([O:28][CH2:26][CH3:27])=[CH:30][CH:31]=2)[CH2:16][CH2:15]1.